This data is from Merck oncology drug combination screen with 23,052 pairs across 39 cell lines. The task is: Regression. Given two drug SMILES strings and cell line genomic features, predict the synergy score measuring deviation from expected non-interaction effect. (1) Drug 1: COc1cc(C2c3cc4c(cc3C(OC3OC5COC(C)OC5C(O)C3O)C3COC(=O)C23)OCO4)cc(OC)c1O. Drug 2: Cn1cc(-c2cnn3c(N)c(Br)c(C4CCCNC4)nc23)cn1. Cell line: LNCAP. Synergy scores: synergy=10.9. (2) Drug 1: CS(=O)(=O)CCNCc1ccc(-c2ccc3ncnc(Nc4ccc(OCc5cccc(F)c5)c(Cl)c4)c3c2)o1. Drug 2: Cn1c(=O)n(-c2ccc(C(C)(C)C#N)cc2)c2c3cc(-c4cnc5ccccc5c4)ccc3ncc21. Cell line: VCAP. Synergy scores: synergy=24.5. (3) Drug 1: CC1CC2C3CCC4=CC(=O)C=CC4(C)C3(F)C(O)CC2(C)C1(O)C(=O)CO. Drug 2: Cn1nnc2c(C(N)=O)ncn2c1=O. Cell line: SW837. Synergy scores: synergy=-23.7.